From a dataset of Catalyst prediction with 721,799 reactions and 888 catalyst types from USPTO. Predict which catalyst facilitates the given reaction. Reactant: [CH2:1]([N:4]1[C:12]2[N:11]=[CH:10][NH:9][C:8]=2[C:7](=[O:13])[NH:6][C:5]1=[O:14])[CH2:2][CH3:3].[Cl:15]N1C(=O)CCC1=O. Product: [Cl:15][C:10]1[NH:9][C:8]2[C:7](=[O:13])[NH:6][C:5](=[O:14])[N:4]([CH2:1][CH2:2][CH3:3])[C:12]=2[N:11]=1. The catalyst class is: 3.